This data is from Forward reaction prediction with 1.9M reactions from USPTO patents (1976-2016). The task is: Predict the product of the given reaction. (1) Given the reactants [C:1]([N:4]1[CH2:9][CH2:8][N:7]([CH2:10][C:11]([NH:13][C:14]2[CH:19]=[CH:18][C:17](Br)=[CH:16][N:15]=2)=[O:12])[CH2:6][C@H:5]1[CH3:21])(=[O:3])[CH3:2].[F:22][C:23]1[CH:24]=[C:25](B(O)O)[CH:26]=[C:27]([F:29])[CH:28]=1, predict the reaction product. The product is: [C:1]([N:4]1[CH2:9][CH2:8][N:7]([CH2:10][C:11]([NH:13][C:14]2[CH:19]=[CH:18][C:17]([C:25]3[CH:24]=[C:23]([F:22])[CH:28]=[C:27]([F:29])[CH:26]=3)=[CH:16][N:15]=2)=[O:12])[CH2:6][C@H:5]1[CH3:21])(=[O:3])[CH3:2]. (2) Given the reactants [F:1][C:2]1[CH:7]=[C:6]([F:8])[CH:5]=[CH:4][C:3]=1[C:9](=[O:23])[CH2:10][C:11]1[CH:12]=[CH:13][C:14]2[N:15]([C:17]([CH:20]([CH3:22])[CH3:21])=[N:18][N:19]=2)[N:16]=1.CO[CH:26](OC)[N:27](C)C.C([O-])(=O)C.[K+].Cl.NO, predict the reaction product. The product is: [F:1][C:2]1[CH:7]=[C:6]([F:8])[CH:5]=[CH:4][C:3]=1[C:9]1[O:23][N:27]=[CH:26][C:10]=1[C:11]1[CH:12]=[CH:13][C:14]2[N:15]([C:17]([CH:20]([CH3:21])[CH3:22])=[N:18][N:19]=2)[N:16]=1. (3) The product is: [CH2:1]([NH:8][C:9]1[CH:14]=[CH:13][C:12]([C:15]2[O:16][C:17]3[CH:23]=[CH:22][CH:21]=[CH:20][C:18]=3[N:19]=2)=[CH:11][C:10]=1[NH2:24])[C:2]1[CH:3]=[CH:4][CH:5]=[CH:6][CH:7]=1. Given the reactants [CH2:1]([NH:8][C:9]1[CH:14]=[CH:13][C:12]([C:15]2[O:16][C:17]3[CH:23]=[CH:22][CH:21]=[CH:20][C:18]=3[N:19]=2)=[CH:11][C:10]=1[N+:24]([O-])=O)[C:2]1[CH:7]=[CH:6][CH:5]=[CH:4][CH:3]=1.C(O)(=O)C.C(O)C.C(=O)([O-])O.[Na+], predict the reaction product.